The task is: Regression. Given two drug SMILES strings and cell line genomic features, predict the synergy score measuring deviation from expected non-interaction effect.. This data is from NCI-60 drug combinations with 297,098 pairs across 59 cell lines. (1) Drug 1: CC(C1=C(C=CC(=C1Cl)F)Cl)OC2=C(N=CC(=C2)C3=CN(N=C3)C4CCNCC4)N. Drug 2: CN(CC1=CN=C2C(=N1)C(=NC(=N2)N)N)C3=CC=C(C=C3)C(=O)NC(CCC(=O)O)C(=O)O. Cell line: EKVX. Synergy scores: CSS=4.83, Synergy_ZIP=-3.71, Synergy_Bliss=-7.10, Synergy_Loewe=-7.13, Synergy_HSA=-6.06. (2) Drug 1: CC1=CC=C(C=C1)C2=CC(=NN2C3=CC=C(C=C3)S(=O)(=O)N)C(F)(F)F. Drug 2: CS(=O)(=O)OCCCCOS(=O)(=O)C. Cell line: OVCAR-4. Synergy scores: CSS=4.59, Synergy_ZIP=-3.41, Synergy_Bliss=-3.07, Synergy_Loewe=-2.07, Synergy_HSA=-1.61. (3) Drug 1: CNC(=O)C1=CC=CC=C1SC2=CC3=C(C=C2)C(=NN3)C=CC4=CC=CC=N4. Drug 2: C1=CC=C(C(=C1)C(C2=CC=C(C=C2)Cl)C(Cl)Cl)Cl. Cell line: NCI-H322M. Synergy scores: CSS=-3.89, Synergy_ZIP=0.552, Synergy_Bliss=-1.52, Synergy_Loewe=-3.49, Synergy_HSA=-3.15. (4) Drug 1: C(=O)(N)NO. Drug 2: C1CC(=O)NC(=O)C1N2C(=O)C3=CC=CC=C3C2=O. Cell line: SR. Synergy scores: CSS=3.08, Synergy_ZIP=-1.59, Synergy_Bliss=-4.77, Synergy_Loewe=-5.38, Synergy_HSA=-4.09. (5) Drug 1: CC(C1=C(C=CC(=C1Cl)F)Cl)OC2=C(N=CC(=C2)C3=CN(N=C3)C4CCNCC4)N. Drug 2: C(CC(=O)O)C(=O)CN.Cl. Cell line: MDA-MB-435. Synergy scores: CSS=16.0, Synergy_ZIP=-3.39, Synergy_Bliss=-0.782, Synergy_Loewe=-14.7, Synergy_HSA=-4.46. (6) Drug 1: CS(=O)(=O)C1=CC(=C(C=C1)C(=O)NC2=CC(=C(C=C2)Cl)C3=CC=CC=N3)Cl. Drug 2: C1C(C(OC1N2C=C(C(=O)NC2=O)F)CO)O. Cell line: T-47D. Synergy scores: CSS=7.06, Synergy_ZIP=-1.43, Synergy_Bliss=4.50, Synergy_Loewe=3.47, Synergy_HSA=3.53. (7) Drug 1: CN(C(=O)NC(C=O)C(C(C(CO)O)O)O)N=O. Drug 2: N.N.Cl[Pt+2]Cl. Cell line: MALME-3M. Synergy scores: CSS=63.1, Synergy_ZIP=-5.97, Synergy_Bliss=-4.02, Synergy_Loewe=-4.54, Synergy_HSA=0.712.